Dataset: NCI-60 drug combinations with 297,098 pairs across 59 cell lines. Task: Regression. Given two drug SMILES strings and cell line genomic features, predict the synergy score measuring deviation from expected non-interaction effect. (1) Drug 1: C1=CC(=CC=C1CCC2=CNC3=C2C(=O)NC(=N3)N)C(=O)NC(CCC(=O)O)C(=O)O. Drug 2: C1C(C(OC1N2C=NC3=C(N=C(N=C32)Cl)N)CO)O. Synergy scores: CSS=22.7, Synergy_ZIP=5.87, Synergy_Bliss=0.219, Synergy_Loewe=-5.92, Synergy_HSA=-0.548. Cell line: SNB-75. (2) Drug 1: C1=C(C(=O)NC(=O)N1)F. Drug 2: C1C(C(OC1N2C=C(C(=O)NC2=O)F)CO)O. Cell line: A498. Synergy scores: CSS=45.1, Synergy_ZIP=-18.3, Synergy_Bliss=-20.8, Synergy_Loewe=-6.99, Synergy_HSA=-6.28. (3) Drug 1: CC1=C(C=C(C=C1)NC2=NC=CC(=N2)N(C)C3=CC4=NN(C(=C4C=C3)C)C)S(=O)(=O)N.Cl. Drug 2: CCCCC(=O)OCC(=O)C1(CC(C2=C(C1)C(=C3C(=C2O)C(=O)C4=C(C3=O)C=CC=C4OC)O)OC5CC(C(C(O5)C)O)NC(=O)C(F)(F)F)O. Cell line: SNB-19. Synergy scores: CSS=4.46, Synergy_ZIP=-0.753, Synergy_Bliss=0.737, Synergy_Loewe=-3.92, Synergy_HSA=-0.548. (4) Drug 2: CC(C)(C#N)C1=CC(=CC(=C1)CN2C=NC=N2)C(C)(C)C#N. Synergy scores: CSS=-0.695, Synergy_ZIP=3.50, Synergy_Bliss=4.44, Synergy_Loewe=3.75, Synergy_HSA=-0.0890. Drug 1: CC1=C(C=C(C=C1)NC2=NC=CC(=N2)N(C)C3=CC4=NN(C(=C4C=C3)C)C)S(=O)(=O)N.Cl. Cell line: MDA-MB-435.